Task: Predict the reactants needed to synthesize the given product.. Dataset: Full USPTO retrosynthesis dataset with 1.9M reactions from patents (1976-2016) (1) Given the product [Cl:30][C:27]1[CH:28]=[CH:29][C:24]([C:19]2[CH:20]=[CH:21][CH:22]=[CH:23][C:18]=2[CH2:17][N:4]2[C:5]3[C:10](=[N:9][CH:8]=[CH:7][CH:6]=3)[C:11](=[O:16])[C:12]([C:13]([OH:15])=[O:14])=[CH:3]2)=[CH:25][CH:26]=1, predict the reactants needed to synthesize it. The reactants are: C([C:3]1[N:4]([CH2:17][C:18]2[CH:23]=[CH:22][CH:21]=[CH:20][C:19]=2[C:24]2[CH:29]=[CH:28][C:27]([Cl:30])=[CH:26][CH:25]=2)[C:5]2[C:10]([C:11](=[O:16])[C:12]=1[C:13]([OH:15])=[O:14])=[N:9][CH:8]=[CH:7][CH:6]=2)C.O.[OH-].[Li+]. (2) Given the product [CH3:27][N:28]1[CH2:33][CH2:32][N:31]([C:2]2[N:7]3[CH:8]=[C:9]([CH2:11][N:12]4[C@H:26]5[C@H:16]([CH2:17][CH2:18][CH2:19][C:20]6[C:21]5=[N:22][CH:23]=[CH:24][CH:25]=6)[CH2:15][CH2:14][CH2:13]4)[N:10]=[C:6]3[CH:5]=[CH:4][CH:3]=2)[CH2:30][CH2:29]1, predict the reactants needed to synthesize it. The reactants are: F[C:2]1[N:7]2[CH:8]=[C:9]([CH2:11][N:12]3[C@H:26]4[C@H:16]([CH2:17][CH2:18][CH2:19][C:20]5[C:21]4=[N:22][CH:23]=[CH:24][CH:25]=5)[CH2:15][CH2:14][CH2:13]3)[N:10]=[C:6]2[CH:5]=[CH:4][CH:3]=1.[CH3:27][N:28]1[CH2:33][CH2:32][NH:31][CH2:30][CH2:29]1.